Dataset: Catalyst prediction with 721,799 reactions and 888 catalyst types from USPTO. Task: Predict which catalyst facilitates the given reaction. (1) Reactant: Cl[C:2]1[C:3]2[C:4](=[CH:19][N:20](CC3C=CC(OC)=CC=3)[N:21]=2)[N:5]=[C:6]([C:8]2[CH:18]=[CH:17][C:11]3[O:12][CH2:13][C:14](=[O:16])[NH:15][C:10]=3[CH:9]=2)[N:7]=1.[NH2:31][C:32]1[CH:41]=[C:40]2[C:35]([CH2:36][CH2:37][C:38](=[O:42])[NH:39]2)=[CH:34][CH:33]=1.Cl. Product: [O:42]=[C:38]1[CH2:37][CH2:36][C:35]2[C:40](=[CH:41][C:32]([NH:31][C:2]3[C:3]4[NH:21][N:20]=[CH:19][C:4]=4[N:5]=[C:6]([C:8]4[CH:18]=[CH:17][C:11]5[O:12][CH2:13][C:14](=[O:16])[NH:15][C:10]=5[CH:9]=4)[N:7]=3)=[CH:33][CH:34]=2)[NH:39]1. The catalyst class is: 71. (2) Reactant: [CH2:1]1[CH2:6][C@H:5]([C:7]([OH:9])=[O:8])[CH2:4][CH2:3][C@H:2]1[CH2:10][NH2:11].[C:12]([O:17][CH:18]([O:22][C:23](ON1C(=O)CCC1=O)=[O:24])[CH:19]([CH3:21])[CH3:20])(=[O:16])[CH2:13][CH2:14][CH3:15]. Product: [C:12]([O:17][CH:18]([O:22][C:23]([NH:11][CH2:10][C@H:2]1[CH2:3][CH2:4][C@H:5]([C:7]([OH:9])=[O:8])[CH2:6][CH2:1]1)=[O:24])[CH:19]([CH3:21])[CH3:20])(=[O:16])[CH2:13][CH2:14][CH3:15]. The catalyst class is: 761.